Dataset: Reaction yield outcomes from USPTO patents with 853,638 reactions. Task: Predict the reaction yield, written as a fraction of the theoretical maximum amount of product (1.0 means a 100% yield; for example, 0.34 means a 34% yield). The reactants are [F:1][C:2]([F:12])([F:11])[C:3]1[CH:4]=[C:5]([NH2:10])[CH:6]=[C:7]([NH2:9])[CH:8]=1.C[Si]([N-][Si](C)(C)C)(C)C.[Na+].[C:23]([O:27][C:28](O[C:28]([O:27][C:23]([CH3:26])([CH3:25])[CH3:24])=[O:29])=[O:29])([CH3:26])([CH3:25])[CH3:24]. The catalyst is C1COCC1. The product is [C:23]([O:27][C:28](=[O:29])[NH:9][C:7]1[CH:8]=[C:3]([C:2]([F:11])([F:12])[F:1])[CH:4]=[C:5]([NH2:10])[CH:6]=1)([CH3:26])([CH3:25])[CH3:24]. The yield is 0.680.